Dataset: Full USPTO retrosynthesis dataset with 1.9M reactions from patents (1976-2016). Task: Predict the reactants needed to synthesize the given product. Given the product [C:25]([O:29][C:30](=[O:32])[NH:1][C:14]1([C:18]#[N:19])[CH2:15][CH2:16][CH:11]([CH2:10][O:9][Si:2]([C:5]([CH3:8])([CH3:7])[CH3:6])([CH3:4])[CH3:3])[CH2:12][CH2:13]1)([CH3:28])([CH3:27])[CH3:26], predict the reactants needed to synthesize it. The reactants are: [NH3:1].[Si:2]([O:9][CH2:10][CH:11]1[CH2:16][CH2:15][C:14](=O)[CH2:13][CH2:12]1)([C:5]([CH3:8])([CH3:7])[CH3:6])([CH3:4])[CH3:3].[C-:18]#[N:19].[K+].[Cl-].[NH4+].[OH-].[NH4+].[C:25]([O:29][C:30]([O:32]C(OC(C)(C)C)=O)=O)([CH3:28])([CH3:27])[CH3:26].